Dataset: Forward reaction prediction with 1.9M reactions from USPTO patents (1976-2016). Task: Predict the product of the given reaction. (1) Given the reactants Cl[C:2]1[N:10]=[C:9](Cl)[CH:8]=[CH:7][C:3]=1[C:4]([NH2:6])=[O:5].[O:12]([C:19]1[CH:24]=[CH:23][C:22]([OH:25])=[CH:21][CH:20]=1)[C:13]1[CH:18]=[CH:17][CH:16]=[CH:15][CH:14]=1.C(O[C:31](=[O:38])[NH:32][C@H:33]1[CH2:37][CH2:36][NH:35][CH2:34]1)(C)(C)C.[C:39](O)(=O)[CH:40]=C, predict the reaction product. The product is: [C:31]([NH:32][C@H:33]1[CH2:37][CH2:36][N:35]([C:9]2[CH:8]=[CH:7][C:3]([C:4]([NH2:6])=[O:5])=[C:2]([O:25][C:22]3[CH:21]=[CH:20][C:19]([O:12][C:13]4[CH:18]=[CH:17][CH:16]=[CH:15][CH:14]=4)=[CH:24][CH:23]=3)[N:10]=2)[CH2:34]1)(=[O:38])[CH:39]=[CH2:40]. (2) Given the reactants [OH:1][C:2]1[CH:10]=[CH:9][C:8]([C:11]2[N:12]([C:27]([O:29][C:30]([CH3:33])([CH3:32])[CH3:31])=[O:28])[C:13]3[C:18]([CH:19]=2)=[CH:17][C:16]([CH2:20][N:21]2[CH2:26][CH2:25][CH2:24][CH2:23][CH2:22]2)=[CH:15][CH:14]=3)=[C:7]2[C:3]=1[CH2:4][NH:5][C:6]2=[O:34].C(N(CC)CC)C.[Cl:42][C:43]1[CH:48]=[CH:47][CH:46]=[CH:45][C:44]=1[S:49](Cl)(=[O:51])=[O:50], predict the reaction product. The product is: [Cl:42][C:43]1[CH:48]=[CH:47][CH:46]=[CH:45][C:44]=1[S:49]([O:1][C:2]1[CH:10]=[CH:9][C:8]([C:11]2[N:12]([C:27]([O:29][C:30]([CH3:31])([CH3:33])[CH3:32])=[O:28])[C:13]3[C:18]([CH:19]=2)=[CH:17][C:16]([CH2:20][N:21]2[CH2:26][CH2:25][CH2:24][CH2:23][CH2:22]2)=[CH:15][CH:14]=3)=[C:7]2[C:3]=1[CH2:4][NH:5][C:6]2=[O:34])(=[O:51])=[O:50]. (3) Given the reactants [NH2:1][C@H:2]([C:8]([OH:10])=[O:9])[CH2:3][CH2:4][C:5]([OH:7])=[O:6].C(=O)([O-])[O-].[Na+].[Na+].[CH3:17][C:18]1[CH:19]=[C:20]([CH:26]=[C:27]([CH3:29])[CH:28]=1)[O:21][CH2:22][C:23](Cl)=[O:24], predict the reaction product. The product is: [CH3:17][C:18]1[CH:19]=[C:20]([CH:26]=[C:27]([CH3:29])[CH:28]=1)[O:21][CH2:22][C:23]([NH:1][C@H:2]([C:8]([OH:10])=[O:9])[CH2:3][CH2:4][C:5]([OH:7])=[O:6])=[O:24]. (4) Given the reactants [OH:1][C:2]1[CH:10]=[CH:9][C:5]([C:6]([OH:8])=O)=[CH:4][C:3]=1[CH3:11].C1N=CN(C(N2C=NC=C2)=O)C=1.O[NH:25][C:26]([C:28]1[CH:36]=[CH:35][C:34]2[NH:33][C:32]3[CH:37]([CH2:40][C:41]([O:43][CH2:44][CH3:45])=[O:42])[CH2:38][CH2:39][C:31]=3[C:30]=2[CH:29]=1)=[NH:27], predict the reaction product. The product is: [OH:1][C:2]1[CH:10]=[CH:9][C:5]([C:6]2[O:8][N:27]=[C:26]([C:28]3[CH:36]=[CH:35][C:34]4[NH:33][C:32]5[CH:37]([CH2:40][C:41]([O:43][CH2:44][CH3:45])=[O:42])[CH2:38][CH2:39][C:31]=5[C:30]=4[CH:29]=3)[N:25]=2)=[CH:4][C:3]=1[CH3:11].